From a dataset of Full USPTO retrosynthesis dataset with 1.9M reactions from patents (1976-2016). Predict the reactants needed to synthesize the given product. (1) Given the product [F:24][C:2]([F:1])([F:23])[C:3]1[CH:4]=[CH:5][C:6]([C:9]2[N:14]=[CH:13][N:12]=[C:11]([O:15][C:16]3[CH:21]=[CH:20][CH:19]=[CH:18][C:17]=3[NH:22][C:25](=[O:29])[CH2:26][CH2:27][CH3:28])[CH:10]=2)=[CH:7][CH:8]=1, predict the reactants needed to synthesize it. The reactants are: [F:1][C:2]([F:24])([F:23])[C:3]1[CH:8]=[CH:7][C:6]([C:9]2[N:14]=[CH:13][N:12]=[C:11]([O:15][C:16]3[CH:21]=[CH:20][CH:19]=[CH:18][C:17]=3[NH2:22])[CH:10]=2)=[CH:5][CH:4]=1.[C:25](Cl)(=[O:29])[CH2:26][CH2:27][CH3:28].CCN(CC)CC.O. (2) Given the product [NH2:11][C@@H:12]([CH2:18][NH:19][C:20]([CH:22]1[CH2:38][CH2:37][C:25]2([CH2:30][CH2:29][N:28]([C:31]3[CH:32]=[CH:33][N:34]=[CH:35][CH:36]=3)[CH2:27][CH2:26]2)[CH2:24][CH2:23]1)=[O:21])[C:13]([O:15][CH2:16][CH3:17])=[O:14], predict the reactants needed to synthesize it. The reactants are: C(OC([NH:11][C@@H:12]([CH2:18][NH:19][C:20]([CH:22]1[CH2:38][CH2:37][C:25]2([CH2:30][CH2:29][N:28]([C:31]3[CH:36]=[CH:35][N:34]=[CH:33][CH:32]=3)[CH2:27][CH2:26]2)[CH2:24][CH2:23]1)=[O:21])[C:13]([O:15][CH2:16][CH3:17])=[O:14])=O)C1C=CC=CC=1. (3) Given the product [Br:18][C:13]1[CH:14]=[CH:15][CH:16]=[CH:17][C:12]=1[S:9]([NH:8][C:5]1([C:3]([OH:4])=[O:2])[CH2:7][CH2:6]1)(=[O:10])=[O:11], predict the reactants needed to synthesize it. The reactants are: C[O:2][C:3]([C:5]1([NH:8][S:9]([C:12]2[CH:17]=[CH:16][CH:15]=[CH:14][C:13]=2[Br:18])(=[O:11])=[O:10])[CH2:7][CH2:6]1)=[O:4].C1COCC1.CO.O[Li].O. (4) Given the product [N+:11]([C:7]1[CH:8]=[CH:9][C:4]2[NH:3][C:2](=[O:10])[S:1][C:5]=2[CH:6]=1)([O-:13])=[O:12], predict the reactants needed to synthesize it. The reactants are: [S:1]1[C:5]2[CH:6]=[CH:7][CH:8]=[CH:9][C:4]=2[NH:3][C:2]1=[O:10].[N+:11]([O-])([OH:13])=[O:12].